Task: Predict the reaction yield, written as a fraction of the theoretical maximum amount of product (1.0 means a 100% yield; for example, 0.34 means a 34% yield).. Dataset: Reaction yield outcomes from USPTO patents with 853,638 reactions (1) The reactants are [Cl:1][C:2]1[CH:10]=[C:9]2[C:5]([C:6]([C:12]([OH:14])=O)=[C:7]([CH3:11])[NH:8]2)=[CH:4][CH:3]=1.C(N(CC)C(C)C)(C)C.F[B-](F)(F)F.N1(OC(N(C)C)=[N+](C)C)C2C=CC=CC=2N=N1.[CH3:46][O:47][C:48]1[CH:53]=[CH:52][CH:51]=[CH:50][C:49]=1[CH:54]1[CH2:59][CH2:58][NH:57][CH2:56][CH2:55]1. The catalyst is CN(C)C=O. The product is [Cl:1][C:2]1[CH:10]=[C:9]2[C:5]([C:6]([C:12]([N:57]3[CH2:58][CH2:59][CH:54]([C:49]4[CH:50]=[CH:51][CH:52]=[CH:53][C:48]=4[O:47][CH3:46])[CH2:55][CH2:56]3)=[O:14])=[C:7]([CH3:11])[NH:8]2)=[CH:4][CH:3]=1. The yield is 0.690. (2) The reactants are [CH2:1]([O:3][CH:4]=[CH2:5])[CH3:2].[F:6][C:7]([F:18])([F:17])[C:8](O[C:8](=[O:9])[C:7]([F:18])([F:17])[F:6])=[O:9].C([O-])(O)=O.[Na+]. The catalyst is CN(C)C1C=CN=CC=1.C(Cl)Cl. The product is [CH2:4]([O:3][CH:1]=[CH:2][C:8](=[O:9])[C:7]([F:18])([F:17])[F:6])[CH3:5]. The yield is 0.870.